Predict the product of the given reaction. From a dataset of Forward reaction prediction with 1.9M reactions from USPTO patents (1976-2016). (1) Given the reactants CN(C(ON1N=NC2C=CC=NC1=2)=[N+](C)C)C.F[P-](F)(F)(F)(F)F.[N+:25]([C:28]1[CH:29]=[C:30]([C:37]2[CH:42]=[CH:41][CH:40]=[CH:39][CH:38]=2)[CH:31]=[CH:32][C:33]=1[C:34]([OH:36])=O)([O-:27])=[O:26].Cl.[NH2:44][C@@H:45]([CH:53]1[CH2:58][CH2:57][CH2:56][CH2:55][CH2:54]1)[C:46]([O:48][C:49]([CH3:52])([CH3:51])[CH3:50])=[O:47].C(N(C(C)C)CC)(C)C, predict the reaction product. The product is: [CH:53]1([C@H:45]([NH:44][C:34]([C:33]2[CH:32]=[CH:31][C:30]([C:37]3[CH:42]=[CH:41][CH:40]=[CH:39][CH:38]=3)=[CH:29][C:28]=2[N+:25]([O-:27])=[O:26])=[O:36])[C:46]([O:48][C:49]([CH3:51])([CH3:50])[CH3:52])=[O:47])[CH2:58][CH2:57][CH2:56][CH2:55][CH2:54]1. (2) Given the reactants [Cl:1][C:2]1[CH:7]=[C:6]([N+:8]([O-])=O)[CH:5]=[CH:4][C:3]=1[C:11]1[CH:16]=[CH:15][CH:14]=[CH:13][CH:12]=1.[Cl-].[NH4+].CO, predict the reaction product. The product is: [Cl:1][C:2]1[CH:7]=[C:6]([NH2:8])[CH:5]=[CH:4][C:3]=1[C:11]1[CH:16]=[CH:15][CH:14]=[CH:13][CH:12]=1. (3) Given the reactants [Cl:1][C:2]1[CH:3]=[N:4][CH:5]=[C:6]([Cl:20])[C:7]=1[C:8]1[O:9][CH2:10][CH:11]([C:13]2[CH:18]=[CH:17][C:16](I)=[CH:15][CH:14]=2)[N:12]=1.[CH2:21]([O:23][C:24]1[CH:29]=[CH:28][C:27](B(O)O)=[CH:26][CH:25]=1)[CH3:22].C(=O)([O-])[O-].[Na+].[Na+].C1(C)C=CC=CC=1P(C1C=CC=CC=1C)C1C=CC=CC=1C, predict the reaction product. The product is: [Cl:1][C:2]1[CH:3]=[N:4][CH:5]=[C:6]([Cl:20])[C:7]=1[C:8]1[O:9][CH2:10][CH:11]([C:13]2[CH:18]=[CH:17][C:16]([C:27]3[CH:28]=[CH:29][C:24]([O:23][CH2:21][CH3:22])=[CH:25][CH:26]=3)=[CH:15][CH:14]=2)[N:12]=1.